From a dataset of NCI-60 drug combinations with 297,098 pairs across 59 cell lines. Regression. Given two drug SMILES strings and cell line genomic features, predict the synergy score measuring deviation from expected non-interaction effect. (1) Drug 1: CCC1=C2CN3C(=CC4=C(C3=O)COC(=O)C4(CC)O)C2=NC5=C1C=C(C=C5)O. Drug 2: C1=CC=C(C(=C1)C(C2=CC=C(C=C2)Cl)C(Cl)Cl)Cl. Cell line: SK-MEL-28. Synergy scores: CSS=13.3, Synergy_ZIP=2.41, Synergy_Bliss=5.67, Synergy_Loewe=1.29, Synergy_HSA=3.84. (2) Drug 2: CC1=C(C(CCC1)(C)C)C=CC(=CC=CC(=CC(=O)O)C)C. Drug 1: CC12CCC(CC1=CCC3C2CCC4(C3CC=C4C5=CN=CC=C5)C)O. Cell line: EKVX. Synergy scores: CSS=0.624, Synergy_ZIP=1.62, Synergy_Bliss=3.09, Synergy_Loewe=-0.485, Synergy_HSA=-0.797. (3) Drug 1: C1CC(CNC1)C2=CC=C(C=C2)N3C=C4C=CC=C(C4=N3)C(=O)N. Drug 2: CCC1(C2=C(COC1=O)C(=O)N3CC4=CC5=C(C=CC(=C5CN(C)C)O)N=C4C3=C2)O. Cell line: HCT116. Synergy scores: CSS=71.2, Synergy_ZIP=11.0, Synergy_Bliss=10.2, Synergy_Loewe=10.2, Synergy_HSA=15.6. (4) Drug 2: CC12CCC3C(C1CCC2O)C(CC4=C3C=CC(=C4)O)CCCCCCCCCS(=O)CCCC(C(F)(F)F)(F)F. Cell line: RXF 393. Synergy scores: CSS=27.5, Synergy_ZIP=-3.25, Synergy_Bliss=-0.0331, Synergy_Loewe=-1.24, Synergy_HSA=3.03. Drug 1: C1=CC(=C2C(=C1NCCNCCO)C(=O)C3=C(C=CC(=C3C2=O)O)O)NCCNCCO.